From a dataset of Full USPTO retrosynthesis dataset with 1.9M reactions from patents (1976-2016). Predict the reactants needed to synthesize the given product. Given the product [CH:2]1([NH:5][C:6]([NH:8][C:9]2[CH:14]=[CH:13][C:12]([C:15]3[N:16]=[C:17]([N:24]4[CH2:29][CH2:28][O:27][CH2:26][C@H:25]4[CH3:30])[C:18]4[CH2:23][N:22]([S:40]([CH3:39])(=[O:42])=[O:41])[CH2:21][C:19]=4[N:20]=3)=[C:11]([F:31])[CH:10]=2)=[O:7])[CH2:3][CH2:4]1, predict the reactants needed to synthesize it. The reactants are: Cl.[CH:2]1([NH:5][C:6]([NH:8][C:9]2[CH:14]=[CH:13][C:12]([C:15]3[N:16]=[C:17]([N:24]4[CH2:29][CH2:28][O:27][CH2:26][C@H:25]4[CH3:30])[C:18]4[CH2:23][NH:22][CH2:21][C:19]=4[N:20]=3)=[C:11]([F:31])[CH:10]=2)=[O:7])[CH2:4][CH2:3]1.CCN(CC)CC.[CH3:39][S:40](Cl)(=[O:42])=[O:41].